This data is from Full USPTO retrosynthesis dataset with 1.9M reactions from patents (1976-2016). The task is: Predict the reactants needed to synthesize the given product. (1) Given the product [C:1]([C:11]1[CH:18]=[CH:17][C:14]([CH2:15][NH:25][C:24]2[CH:26]=[CH:27][C:21]([C:20]([F:19])([F:28])[F:29])=[CH:22][CH:23]=2)=[CH:13][CH:12]=1)#[C:2][CH2:3][CH2:4][CH2:5][CH2:6][CH2:7][CH2:8][CH2:9][CH3:10], predict the reactants needed to synthesize it. The reactants are: [C:1]([C:11]1[CH:18]=[CH:17][C:14]([CH:15]=O)=[CH:13][CH:12]=1)#[C:2][CH2:3][CH2:4][CH2:5][CH2:6][CH2:7][CH2:8][CH2:9][CH3:10].[F:19][C:20]([F:29])([F:28])[C:21]1[CH:27]=[CH:26][C:24]([NH2:25])=[CH:23][CH:22]=1. (2) Given the product [Cl:1][C:2]1[N:3]=[CH:4][C:5]2[C:10]([Cl:17])=[C:9]([CH3:11])[N:8]([CH:12]3[CH2:13][CH2:14][CH2:15][CH2:16]3)[C:6]=2[N:7]=1, predict the reactants needed to synthesize it. The reactants are: [Cl:1][C:2]1[N:3]=[CH:4][C:5]2[CH:10]=[C:9]([CH3:11])[N:8]([CH:12]3[CH2:16][CH2:15][CH2:14][CH2:13]3)[C:6]=2[N:7]=1.[Cl:17]N1C(=O)CCC1=O. (3) Given the product [F:1][C:2]1[C:10]2[O:9][C:8]([C:11]3[CH:16]=[CH:15][C:14]([S:17]([CH3:20])(=[O:19])=[O:18])=[CH:13][C:12]=3[F:21])=[N:7][C:6]=2[CH:5]=[C:4]([CH:22]2[CH2:23][CH2:24][N:25]([C:28]([O:30][C:31]([CH3:34])([CH3:33])[CH3:32])=[O:29])[CH2:26][CH2:27]2)[CH:3]=1, predict the reactants needed to synthesize it. The reactants are: [F:1][C:2]1[C:10]2[O:9][C:8]([C:11]3[CH:16]=[CH:15][C:14]([S:17]([CH3:20])(=[O:19])=[O:18])=[CH:13][C:12]=3[F:21])=[N:7][C:6]=2[CH:5]=[C:4]([C:22]2[CH2:27][CH2:26][N:25]([C:28]([O:30][C:31]([CH3:34])([CH3:33])[CH3:32])=[O:29])[CH2:24][CH:23]=2)[CH:3]=1.OCC1(OC[C@@H](O)[C@@H](O)[C@H]1O)O.